Dataset: Catalyst prediction with 721,799 reactions and 888 catalyst types from USPTO. Task: Predict which catalyst facilitates the given reaction. (1) Reactant: [Cl:1][C:2]1[CH:18]=[CH:17][CH:16]=[C:15]([Cl:19])[C:3]=1[CH2:4][N:5]1[CH:9]=[C:8]([N+:10]([O-:12])=[O:11])[N:7]=[C:6]1[CH2:13]O.C(N(CC)CC)C.S(Cl)([Cl:29])=O. Product: [Cl:29][CH2:13][C:6]1[N:5]([CH2:4][C:3]2[C:2]([Cl:1])=[CH:18][CH:17]=[CH:16][C:15]=2[Cl:19])[CH:9]=[C:8]([N+:10]([O-:12])=[O:11])[N:7]=1. The catalyst class is: 4. (2) Reactant: [O:1]1[CH:5]=[CH:4][CH:3]=[C:2]1[C:6]1[O:7][C:8]([CH3:32])=[C:9]([CH2:11][O:12][C:13]2[N:18]=[CH:17][C:16]([CH2:19][O:20][C:21]3[C:25]([CH2:26][C:27]([O:29]C)=[O:28])=[CH:24][N:23]([CH3:31])[N:22]=3)=[CH:15][CH:14]=2)[N:10]=1.[OH-].[Na+].O1CCCC1.Cl. Product: [O:1]1[CH:5]=[CH:4][CH:3]=[C:2]1[C:6]1[O:7][C:8]([CH3:32])=[C:9]([CH2:11][O:12][C:13]2[N:18]=[CH:17][C:16]([CH2:19][O:20][C:21]3[C:25]([CH2:26][C:27]([OH:29])=[O:28])=[CH:24][N:23]([CH3:31])[N:22]=3)=[CH:15][CH:14]=2)[N:10]=1. The catalyst class is: 8.